Dataset: Reaction yield outcomes from USPTO patents with 853,638 reactions. Task: Predict the reaction yield, written as a fraction of the theoretical maximum amount of product (1.0 means a 100% yield; for example, 0.34 means a 34% yield). The reactants are [NH2:1][C:2]1[CH:3]=[C:4]([CH:7]=[C:8]([C:10]([F:13])([F:12])[F:11])[CH:9]=1)[C:5]#[N:6].Cl[C:15]1[CH:16]=[C:17]([N:26]([CH:36]([CH3:38])[CH3:37])CC2C=CC(OC)=CC=2)[C:18]2[N:19]([C:21]([C:24]#[N:25])=[CH:22][N:23]=2)[N:20]=1.C(=O)([O-])[O-].[Cs+].[Cs+].CC1(C)C2C(=C(P(C3C=CC=CC=3)C3C=CC=CC=3)C=CC=2)OC2C(P(C3C=CC=CC=3)C3C=CC=CC=3)=CC=CC1=2.C([SiH](CC)CC)C.C(O)(C(F)(F)F)=O. The catalyst is CC(N(C)C)=O.[Cu]I.C1C=CC(/C=C/C(/C=C/C2C=CC=CC=2)=O)=CC=1.C1C=CC(/C=C/C(/C=C/C2C=CC=CC=2)=O)=CC=1.C1C=CC(/C=C/C(/C=C/C2C=CC=CC=2)=O)=CC=1.[Pd].[Pd].CO. The product is [C:5]([C:4]1[CH:3]=[C:2]([NH:1][C:15]2[CH:16]=[C:17]([NH:26][CH:36]([CH3:38])[CH3:37])[C:18]3[N:19]([C:21]([C:24]#[N:25])=[CH:22][N:23]=3)[N:20]=2)[CH:9]=[C:8]([C:10]([F:11])([F:12])[F:13])[CH:7]=1)#[N:6]. The yield is 0.683.